From a dataset of Forward reaction prediction with 1.9M reactions from USPTO patents (1976-2016). Predict the product of the given reaction. (1) Given the reactants [Cl:1][C:2]1[CH:3]=[C:4]([CH:6]=[CH:7][CH:8]=1)[NH2:5].[Br:9][CH2:10][C:11](Br)=[O:12].C(=O)([O-])O.[Na+].O, predict the reaction product. The product is: [Br:9][CH2:10][C:11]([NH:5][C:4]1[CH:6]=[CH:7][CH:8]=[C:2]([Cl:1])[CH:3]=1)=[O:12]. (2) Given the reactants [CH3:1][C:2]([CH3:13])([C:7](=O)[C:8](OC)=[O:9])[C:3]([O:5][CH3:6])=[O:4].[F:14][C:15]1[C:35]([F:36])=[CH:34][CH:33]=[CH:32][C:16]=1[CH2:17][N:18]1[C:22]2=[N:23][C:24]([CH3:27])=[CH:25][CH:26]=[C:21]2[C:20]([C:28](=[NH:31])[NH:29][NH2:30])=[N:19]1, predict the reaction product. The product is: [F:14][C:15]1[C:35]([F:36])=[CH:34][CH:33]=[CH:32][C:16]=1[CH2:17][N:18]1[C:22]2=[N:23][C:24]([CH3:27])=[CH:25][CH:26]=[C:21]2[C:20]([C:28]2[N:29]=[N:30][C:7]([C:2]([CH3:13])([CH3:1])[C:3]([O:5][CH3:6])=[O:4])=[C:8]([OH:9])[N:31]=2)=[N:19]1. (3) Given the reactants [Br:1][C:2]1[C:3]([OH:10])=[C:4]([C:7]([OH:9])=O)[S:5][CH:6]=1.[F:11][C:12]([F:25])([F:24])[C:13]1[CH:14]=[C:15]([CH:17]=[C:18]([C:20]([F:23])([F:22])[F:21])[CH:19]=1)[NH2:16], predict the reaction product. The product is: [Br:1][C:2]1[C:3]([OH:10])=[C:4]([C:7]([NH:16][C:15]2[CH:17]=[C:18]([C:20]([F:21])([F:22])[F:23])[CH:19]=[C:13]([C:12]([F:11])([F:24])[F:25])[CH:14]=2)=[O:9])[S:5][CH:6]=1. (4) Given the reactants N12CCCN=C1CCCCC2.Cl.[NH2:13][CH2:14][C:15]1[CH:23]=[CH:22][CH:21]=[C:20]2[C:16]=1[C:17](=[O:33])[N:18]([CH:25]1[CH2:30][CH2:29][C:28](=[O:31])[NH:27][C:26]1=[O:32])[C:19]2=[O:24].[CH2:34]([N:41]=[C:42]=[O:43])[C:35]1[CH:40]=[CH:39][CH:38]=[CH:37][CH:36]=1, predict the reaction product. The product is: [O:32]=[C:26]1[CH:25]([N:18]2[C:17](=[O:33])[C:16]3[C:20](=[CH:21][CH:22]=[CH:23][C:15]=3[CH2:14][NH:13][C:42]([NH:41][CH2:34][C:35]3[CH:40]=[CH:39][CH:38]=[CH:37][CH:36]=3)=[O:43])[C:19]2=[O:24])[CH2:30][CH2:29][C:28](=[O:31])[NH:27]1. (5) Given the reactants [Cl:1][C:2]1[CH:3]=[C:4]2[N:38](COCC[Si](C)(C)C)[C:37](S(C)(=O)=O)=[N:36][C:5]2=[N:6][C:7]=1[C:8]1[CH:13]=[CH:12][C:11]([C:14]2[CH:19]=[CH:18][C:17]([C:20]([N:22]3[CH2:26][CH2:25][C@@H:24]([O:27]COCC[Si](C)(C)C)[CH2:23]3)=[O:21])=[CH:16][CH:15]=2)=[CH:10][CH:9]=1.C1(C2[O:62][C@H:61]3[CH2:63][C@@H:64]([OH:67])[CH2:65][O:66][C@@H:60]3[CH2:59][O:58]2)C=CC=CC=1.C(=O)([O-])[O-].[Cs+].[Cs+], predict the reaction product. The product is: [Cl:1][C:2]1[CH:3]=[C:4]2[NH:38][C:37]([O:67][C@@H:64]3[CH2:63][C@H:61]([OH:62])[C@@H:60]([CH2:59][OH:58])[O:66][CH2:65]3)=[N:36][C:5]2=[N:6][C:7]=1[C:8]1[CH:9]=[CH:10][C:11]([C:14]2[CH:19]=[CH:18][C:17]([C:20]([N:22]3[CH2:26][CH2:25][C@@H:24]([OH:27])[CH2:23]3)=[O:21])=[CH:16][CH:15]=2)=[CH:12][CH:13]=1.